Dataset: Catalyst prediction with 721,799 reactions and 888 catalyst types from USPTO. Task: Predict which catalyst facilitates the given reaction. (1) Reactant: [O:1]([CH2:19][CH2:20][O:21][C:22]1[CH:27]=[CH:26][C:25]([C:28]2[N:29]=[C:30]3[CH:35]=[CH:34][C:33]([I:36])=[CH:32][N:31]3[CH:37]=2)=[CH:24][CH:23]=1)[Si](C(C)(C)C)(C1C=CC=CC=1)C1C=CC=CC=1.[F-].C([N+](CCCC)(CCCC)CCCC)CCC.[Cl-].[NH4+].O. Product: [OH:1][CH2:19][CH2:20][O:21][C:22]1[CH:27]=[CH:26][C:25]([C:28]2[N:29]=[C:30]3[CH:35]=[CH:34][C:33]([I:36])=[CH:32][N:31]3[CH:37]=2)=[CH:24][CH:23]=1. The catalyst class is: 841. (2) Reactant: [CH3:1][CH2:2][CH2:3][CH2:4][N:5]1[CH:10]([C:11]([NH:13][C:14]2[C:15]([CH3:21])=[CH:16][CH:17]=[CH:18][C:19]=2[CH3:20])=[O:12])[CH2:9][CH2:8][CH2:7][CH2:6]1.[C:22]([OH:41])(=[O:40])[CH2:23][CH2:24][CH2:25][CH2:26][CH2:27][CH2:28][CH2:29]/[CH:30]=[CH:31]\[CH2:32]/[CH:33]=[CH:34]\[CH2:35][CH2:36][CH2:37][CH2:38][CH3:39]. Product: [C:22]([O-:41])(=[O:40])[CH2:23][CH2:24][CH2:25][CH2:26]/[CH:27]=[CH:28]\[CH2:29]/[CH:30]=[CH:31]\[CH2:32]/[CH:33]=[CH:34]\[CH2:35][CH2:36][CH2:37][CH2:38][CH3:39].[CH2:4]([NH+:5]1[CH2:6][CH2:7][CH2:8][CH2:9][CH:10]1[C:11](=[O:12])[NH:13][C:14]1[C:19]([CH3:20])=[CH:18][CH:17]=[CH:16][C:15]=1[CH3:21])[CH2:3][CH2:2][CH3:1]. The catalyst class is: 1. (3) Reactant: CCCC[N+](CCCC)(CCCC)CCCC.[F-].[F:19][C:20]1[CH:25]=[CH:24][C:23]([C:26]([N:28]2[CH2:33][CH2:32][CH2:31][C@H:30]([C:34]3[O:35][CH:36]=[C:37]([C:39]4[N:40](S(C5C=CC(C)=CC=5)(=O)=O)[CH:41]=[C:42]([F:44])[CH:43]=4)[N:38]=3)[CH2:29]2)=[O:27])=[CH:22][CH:21]=1. Product: [F:19][C:20]1[CH:25]=[CH:24][C:23]([C:26]([N:28]2[CH2:33][CH2:32][CH2:31][C@H:30]([C:34]3[O:35][CH:36]=[C:37]([C:39]4[NH:40][CH:41]=[C:42]([F:44])[CH:43]=4)[N:38]=3)[CH2:29]2)=[O:27])=[CH:22][CH:21]=1. The catalyst class is: 1. (4) Reactant: [CH3:1][C:2]1[CH:7]=[CH:6][C:5]([S:8]([O:11][CH2:12][C@H:13]2[O:18][CH2:17][CH2:16][N:15](CC3C=CC=CC=3)[CH2:14]2)(=[O:10])=[O:9])=[CH:4][CH:3]=1.O([C:34]([O:36][C:37]([CH3:40])([CH3:39])[CH3:38])=[O:35])[C:34]([O:36][C:37]([CH3:40])([CH3:39])[CH3:38])=[O:35]. Product: [S:8]([O:11][CH2:12][C@H:13]1[O:18][CH2:17][CH2:16][N:15]([C:34]([O:36][C:37]([CH3:38])([CH3:39])[CH3:40])=[O:35])[CH2:14]1)([C:5]1[CH:6]=[CH:7][C:2]([CH3:1])=[CH:3][CH:4]=1)(=[O:9])=[O:10]. The catalyst class is: 19. (5) Reactant: [CH3:1][C:2]1[S:6][CH:5]=[N:4][C:3]=1[CH2:7][OH:8].N1C=CN=C1.[CH3:14][C:15]([Si:18](Cl)([CH3:20])[CH3:19])([CH3:17])[CH3:16]. Product: [Si:18]([O:8][CH2:7][C:3]1[N:4]=[CH:5][S:6][C:2]=1[CH3:1])([C:15]([CH3:17])([CH3:16])[CH3:14])([CH3:20])[CH3:19]. The catalyst class is: 2. (6) Reactant: [Cl:1][C:2]1[CH:7]=[CH:6][C:5]([C:8]([F:11])([F:10])[F:9])=[CH:4][C:3]=1[C:12]1[CH:13]=[C:14]([C:24](O)=[O:25])[CH:15]=[N:16][C:17]=1[O:18][CH:19]1[CH2:23][CH2:22][CH2:21][CH2:20]1.CN(C(ON1N=NC2C=CC=CC1=2)=[N+](C)C)C.[B-](F)(F)(F)F.C(N(CC)C(C)C)(C)C.[NH2:58][C@@H:59]1[CH2:64][CH2:63][CH2:62][CH2:61][C@H:60]1[OH:65]. Product: [Cl:1][C:2]1[CH:7]=[CH:6][C:5]([C:8]([F:10])([F:9])[F:11])=[CH:4][C:3]=1[C:12]1[C:17]([O:18][CH:19]2[CH2:23][CH2:22][CH2:21][CH2:20]2)=[N:16][CH:15]=[C:14]([CH:13]=1)[C:24]([NH:58][C@@H:59]1[CH2:64][CH2:63][CH2:62][CH2:61][C@H:60]1[OH:65])=[O:25]. The catalyst class is: 3. (7) Reactant: [C:1]([CH2:4][NH:5][C:6]1[CH:11]=[CH:10][C:9]([C:12]([C:14]2[CH:22]=[CH:21][CH:20]=[CH:19][C:15]=2[C:16]([OH:18])=[O:17])=[O:13])=[CH:8][C:7]=1[N+:23]([O-:25])=[O:24])([OH:3])=[O:2].C(=O)([O-])[O-].[K+].[K+].[CH2:32](Br)[C:33]1[CH:38]=[CH:37][CH:36]=[CH:35][CH:34]=1. Product: [N+:23]([C:7]1[CH:8]=[C:9]([C:12]([C:14]2[CH:22]=[CH:21][CH:20]=[CH:19][C:15]=2[C:16]([O:18][CH2:12][C:9]2[CH:10]=[CH:11][CH:6]=[CH:7][CH:8]=2)=[O:17])=[O:13])[CH:10]=[CH:11][C:6]=1[NH:5][CH2:4][C:1](=[O:3])[O:2][CH2:32][C:33]1[CH:38]=[CH:37][CH:36]=[CH:35][CH:34]=1)([O-:25])=[O:24]. The catalyst class is: 42. (8) The catalyst class is: 7. Reactant: [NH2:1][C:2]1[CH:31]=[CH:30][C:5]([CH2:6][CH:7]2[CH2:12][CH2:11][N:10]([CH2:13][C:14]3[CH:19]=[CH:18][C:17]([C:20]([OH:29])([C:25]([F:28])([F:27])[F:26])[C:21]([F:24])([F:23])[F:22])=[CH:16][CH:15]=3)[CH2:9][CH2:8]2)=[CH:4][C:3]=1[Cl:32].[C:33](Cl)(=O)[O:34]C1C=CC([N+]([O-])=O)=CC=1.[NH2:46][CH2:47][C:48]([CH3:51])([OH:50])[CH3:49]. Product: [Cl:32][C:3]1[CH:4]=[C:5]([CH2:6][CH:7]2[CH2:12][CH2:11][N:10]([CH2:13][C:14]3[CH:15]=[CH:16][C:17]([C:20]([OH:29])([C:21]([F:22])([F:23])[F:24])[C:25]([F:28])([F:26])[F:27])=[CH:18][CH:19]=3)[CH2:9][CH2:8]2)[CH:30]=[CH:31][C:2]=1[NH:1][C:33]([NH:46][CH2:47][C:48]([OH:50])([CH3:51])[CH3:49])=[O:34]. (9) Reactant: Cl[C:2]1[C:11]([C:12]([N:14]2[CH2:23][CH2:22][C:21]3[C:16](=[CH:17][C:18]([O:26][CH3:27])=[C:19]([O:24][CH3:25])[CH:20]=3)[C@H:15]2[CH3:28])=[O:13])=[CH:10][C:9]2[C:4](=[CH:5][CH:6]=[CH:7][CH:8]=2)[N:3]=1.[Cl-].[F:30][C:31]1[CH:38]=[CH:37][CH:36]=[CH:35][C:32]=1[CH2:33][Zn+].CCCCCCC. Product: [CH3:25][O:24][C:19]1[CH:20]=[C:21]2[C:16](=[CH:17][C:18]=1[O:26][CH3:27])[C@@H:15]([CH3:28])[N:14]([C:12]([C:11]1[C:2]([CH2:33][C:32]3[CH:35]=[CH:36][CH:37]=[CH:38][C:31]=3[F:30])=[N:3][C:4]3[C:9]([CH:10]=1)=[CH:8][CH:7]=[CH:6][CH:5]=3)=[O:13])[CH2:23][CH2:22]2. The catalyst class is: 176. (10) Reactant: [Si]([O:8][C:9]1[CH:10]=[CH:11][CH:12]=[C:13]2[C:18]=1[N:17]=[C:16]([C:19]1[N:23]3[CH:24]=[CH:25][C:26]([CH3:28])=[CH:27][C:22]3=[N:21][N:20]=1)[CH:15]=[CH:14]2)(C(C)(C)C)(C)C.[F-].C([N+](CCCC)(CCCC)CCCC)CCC. Product: [CH3:28][C:26]1[CH:25]=[CH:24][N:23]2[C:19]([C:16]3[CH:15]=[CH:14][C:13]4[C:18](=[C:9]([OH:8])[CH:10]=[CH:11][CH:12]=4)[N:17]=3)=[N:20][N:21]=[C:22]2[CH:27]=1. The catalyst class is: 627.